Predict the product of the given reaction. From a dataset of Forward reaction prediction with 1.9M reactions from USPTO patents (1976-2016). (1) The product is: [F:19][C:20]1[CH:25]=[CH:24][C:23]([S:26]([N:12]2[C:13]3[C:18](=[CH:17][CH:16]=[CH:15][N:14]=3)[C:10]([C:7]3[CH2:8][CH:9]4[N:4]([CH2:3][CH2:2][CH2:1]4)[CH2:5][CH:6]=3)=[CH:11]2)(=[O:28])=[O:27])=[CH:22][CH:21]=1. Given the reactants [CH2:1]1[CH:9]2[N:4]([CH2:5][CH:6]=[C:7]([C:10]3[C:18]4[C:13](=[N:14][CH:15]=[CH:16][CH:17]=4)[NH:12][CH:11]=3)[CH2:8]2)[CH2:3][CH2:2]1.[F:19][C:20]1[CH:25]=[CH:24][C:23]([S:26](Cl)(=[O:28])=[O:27])=[CH:22][CH:21]=1.C[Si]([N-][Si](C)(C)C)(C)C.[Na+], predict the reaction product. (2) Given the reactants [NH2:1][C:2]1[CH:3]=[C:4]([CH:10]=[CH:11][CH:12]=1)[C:5]([O:7][CH2:8][CH3:9])=[O:6].[N:13]([O-])=O.[Na+].Cl[Sn](Cl)(Cl)Cl.[OH-].[Na+], predict the reaction product. The product is: [NH:1]([C:2]1[CH:3]=[C:4]([CH:10]=[CH:11][CH:12]=1)[C:5]([O:7][CH2:8][CH3:9])=[O:6])[NH2:13]. (3) Given the reactants [CH2:1]([N:8]1[C:12]2=[C:13]([N+:28]([O-])=O)[C:14]([NH:19][C:20]3[CH:25]=[CH:24][C:23]([Br:26])=[CH:22][C:21]=3[F:27])=[C:15]([CH3:18])[C:16](=[O:17])[N:11]2[CH2:10][CH2:9]1)[C:2]1[CH:7]=[CH:6][CH:5]=[CH:4][CH:3]=1.C(OC(=O)C)C, predict the reaction product. The product is: [NH2:28][C:13]1[C:14]([NH:19][C:20]2[CH:25]=[CH:24][C:23]([Br:26])=[CH:22][C:21]=2[F:27])=[C:15]([CH3:18])[C:16](=[O:17])[N:11]2[CH2:10][CH2:9][N:8]([CH2:1][C:2]3[CH:3]=[CH:4][CH:5]=[CH:6][CH:7]=3)[C:12]=12. (4) Given the reactants [H-].[Na+].[CH2:3]([OH:7])[C:4]#[C:5][CH3:6].Cl[C:9]1[CH:14]=[C:13]([O:15][CH2:16][C:17]([CH3:21])([CH3:20])[CH2:18][Cl:19])[N:12]=[CH:11][N:10]=1.[Cl-].[NH4+], predict the reaction product. The product is: [CH2:3]([O:7][C:9]1[CH:14]=[C:13]([O:15][CH2:16][C:17]([CH3:21])([CH3:20])[CH2:18][Cl:19])[N:12]=[CH:11][N:10]=1)[C:4]#[C:5][CH3:6]. (5) Given the reactants C(N1C=CN=C1)(N1C=CN=C1)=O.[C:13]([C:15]1([C:18]([OH:20])=O)[CH2:17][CH2:16]1)#[N:14].[NH:21]1[CH2:26][CH2:25][CH2:24][C@@H:23]([NH:27][C:28]2[CH:33]=[CH:32][N:31]=[C:30]([C:34]3[N:38]4[CH:39]=[C:40]([C:43]#[N:44])[CH:41]=[CH:42][C:37]4=[N:36][CH:35]=3)[N:29]=2)[CH2:22]1, predict the reaction product. The product is: [C:13]([C:15]1([C:18]([N:21]2[CH2:26][CH2:25][CH2:24][C@@H:23]([NH:27][C:28]3[CH:33]=[CH:32][N:31]=[C:30]([C:34]4[N:38]5[CH:39]=[C:40]([C:43]#[N:44])[CH:41]=[CH:42][C:37]5=[N:36][CH:35]=4)[N:29]=3)[CH2:22]2)=[O:20])[CH2:17][CH2:16]1)#[N:14]. (6) Given the reactants [F:8][C:7]([F:10])([F:9])[C:6](O[C:6](=[O:11])[C:7]([F:10])([F:9])[F:8])=[O:11].[F:14][C:15]1[CH:21]=[CH:20][CH:19]=[CH:18][C:16]=1[NH2:17].C(N(CC)CC)C, predict the reaction product. The product is: [F:10][C:7]([F:8])([F:9])[C:6]([NH:17][C:16]1[CH:18]=[CH:19][CH:20]=[CH:21][C:15]=1[F:14])=[O:11].